Dataset: Full USPTO retrosynthesis dataset with 1.9M reactions from patents (1976-2016). Task: Predict the reactants needed to synthesize the given product. (1) Given the product [Cl:68][C:69]1[CH:74]=[CH:73][CH:72]=[C:71]([Cl:75])[C:70]=1[CH2:76][C:77]([NH:79][C:80](=[S:81])[NH:55][C:41]1[CH:42]=[CH:43][C:44]([O:45][C:46]2[CH:51]=[CH:50][N:49]=[C:48]3[CH:52]=[CH:53][S:54][C:47]=23)=[C:39]([F:38])[CH:40]=1)=[O:78], predict the reactants needed to synthesize it. The reactants are: C(N1C2N=CN=C(OC3C=CC(NC(NC(=O)CC4C=CC=CC=4)=S)=CC=3F)C=2C=C1)C1C=CC=CC=1.[F:38][C:39]1[CH:40]=[C:41]([NH:55]C(NC(=O)CC2C=CC=CC=2)=S)[CH:42]=[CH:43][C:44]=1[O:45][C:46]1[CH:51]=[CH:50][N:49]=[C:48]2[CH:52]=[CH:53][S:54][C:47]=12.[Cl:68][C:69]1[CH:74]=[CH:73][CH:72]=[C:71]([Cl:75])[C:70]=1[CH2:76][C:77]([N:79]=[C:80]=[S:81])=[O:78]. (2) Given the product [NH2:7][C:8]1[C:15]([CH2:21][CH3:22])=[CH:14][C:11]([C:12]#[N:13])=[C:10]([C:17]([F:20])([F:19])[F:18])[CH:9]=1, predict the reactants needed to synthesize it. The reactants are: C([O-])([O-])=O.[Cs+].[Cs+].[NH2:7][C:8]1[C:15](I)=[CH:14][C:11]([C:12]#[N:13])=[C:10]([C:17]([F:20])([F:19])[F:18])[CH:9]=1.[CH2:21](B(CC)CC)[CH3:22]. (3) Given the product [OH:25][C@@H:14]1[C@H:15]([OH:16])[C@@H:11]([CH2:10][OH:9])[O:12][C@H:13]1[N:34]1[CH:39]=[C:38]([F:40])[N:37]=[C:36]([C:41]([NH2:43])=[O:42])[C:35]1=[O:44], predict the reactants needed to synthesize it. The reactants are: C([O:9][CH2:10][C@@H:11]1[C@@H:15]([O:16]C(=O)C2C=CC=CC=2)[C@@H:14]([O:25]C(=O)C2C=CC=CC=2)[C@H:13]([N:34]2[CH:39]=[C:38]([F:40])[N:37]=[C:36]([C:41]([NH2:43])=[O:42])[C:35]2=[O:44])[O:12]1)(=O)C1C=CC=CC=1.CO.C[O-].[Na+].Cl. (4) Given the product [CH:31]1[C:30]2[CH:29]([CH2:28][O:27][C:25](=[O:26])[NH:24][C@H:20]([C:21](=[O:22])[NH:7][C:4]3[CH:5]=[CH:6][N:1]=[CH:2][CH:3]=3)[CH2:19][CH2:18][CH2:17][CH2:16][NH2:15])[C:41]3[C:36](=[CH:37][CH:38]=[CH:39][CH:40]=3)[C:35]=2[CH:34]=[CH:33][CH:32]=1, predict the reactants needed to synthesize it. The reactants are: [N:1]1[CH:6]=[CH:5][C:4]([NH2:7])=[CH:3][CH:2]=1.C(OC([NH:15][CH2:16][CH2:17][CH2:18][CH2:19][C@H:20]([NH:24][C:25]([O:27][CH2:28][CH:29]1[C:41]2[CH:40]=[CH:39][CH:38]=[CH:37][C:36]=2[C:35]2[C:30]1=[CH:31][CH:32]=[CH:33][CH:34]=2)=[O:26])[C:21](O)=[O:22])=O)(C)(C)C. (5) Given the product [CH2:1]([C:8]1[CH:9]=[N:10][C:11]2[C:16]([C:17]=1[C:18]1[CH:25]=[C:22]([CH2:23][NH:30][C:31]3[CH:36]=[CH:35][C:34]([CH2:37][C:38]([OH:40])=[O:39])=[C:33]([CH3:41])[C:32]=3[CH3:42])[CH:21]=[N:20][CH:19]=1)=[CH:15][CH:14]=[CH:13][C:12]=2[C:26]([F:27])([F:29])[F:28])[C:2]1[CH:7]=[CH:6][CH:5]=[CH:4][CH:3]=1, predict the reactants needed to synthesize it. The reactants are: [CH2:1]([C:8]1[CH:9]=[N:10][C:11]2[C:16]([C:17]=1[C:18]1[CH:19]=[N:20][CH:21]=[C:22]([CH:25]=1)[CH:23]=O)=[CH:15][CH:14]=[CH:13][C:12]=2[C:26]([F:29])([F:28])[F:27])[C:2]1[CH:7]=[CH:6][CH:5]=[CH:4][CH:3]=1.[NH2:30][C:31]1[CH:36]=[CH:35][C:34]([CH2:37][C:38]([OH:40])=[O:39])=[C:33]([CH3:41])[C:32]=1[CH3:42]. (6) Given the product [Cl:35][C:5]1[N:4]([CH2:1][CH2:2][CH3:3])[C:12](=[O:13])[C:11]2[NH:10][C:9]([C:14]3[CH:15]=[N:16][C:17]([NH:20][CH2:21][C:22]4[CH:27]=[CH:26][CH:25]=[C:24]([C:28]([F:31])([F:30])[F:29])[CH:23]=4)=[CH:18][CH:19]=3)=[N:8][C:7]=2[N:6]=1, predict the reactants needed to synthesize it. The reactants are: [CH2:1]([N:4]1[C:12](=[O:13])[C:11]2[NH:10][C:9]([C:14]3[CH:15]=[N:16][C:17]([NH:20][CH2:21][C:22]4[CH:27]=[CH:26][CH:25]=[C:24]([C:28]([F:31])([F:30])[F:29])[CH:23]=4)=[CH:18][CH:19]=3)=[N:8][C:7]=2[NH:6][C:5]1=O)[CH2:2][CH3:3].O=P(Cl)(Cl)[Cl:35].[NH4+].[Cl-]. (7) Given the product [C:22]([C:19]1[CH:18]=[CH:17][C:16]([NH:15][CH:10]([C:11]([O:13][CH3:14])=[O:12])[C:4]2[CH:5]=[CH:6][C:7]([O:8][CH3:9])=[C:2]([NH:1][C:24]([CH2:25][CH2:26][CH2:27][C:28]([OH:30])=[O:29])=[O:31])[CH:3]=2)=[CH:21][CH:20]=1)#[N:23], predict the reactants needed to synthesize it. The reactants are: [NH2:1][C:2]1[CH:3]=[C:4]([CH:10]([NH:15][C:16]2[CH:21]=[CH:20][C:19]([C:22]#[N:23])=[CH:18][CH:17]=2)[C:11]([O:13][CH3:14])=[O:12])[CH:5]=[CH:6][C:7]=1[O:8][CH3:9].[C:24]1(=[O:31])[O:30][C:28](=[O:29])[CH2:27][CH2:26][CH2:25]1.CCN(C(C)C)C(C)C. (8) Given the product [CH:16]([CH2:12][C:11](=[CH2:13])[C:10]([OH:15])=[O:14])=[CH:17][C:18]1[CH:23]=[CH:22][CH:21]=[CH:20][CH:19]=1.[Na:1].[S:2]([O-:6])([O-:5])(=[O:4])=[O:3].[CH2:8]1[O:9][CH2:7]1.[C:24]([OH:29])(=[O:28])[C:25]([CH3:27])=[CH2:26], predict the reactants needed to synthesize it. The reactants are: [Na:1].[S:2]([O-:6])([O-:5])(=[O:4])=[O:3].[CH2:7]1[O:9][CH2:8]1.[C:10]([OH:15])(=[O:14])[C:11]([CH3:13])=[CH2:12].[CH2:16]=[CH:17][C:18]1[CH:23]=[CH:22][CH:21]=[CH:20][CH:19]=1.[C:24]([OH:29])(=[O:28])[C:25]([CH3:27])=[CH2:26].S(OOS([O-])(=O)=O)([O-])(=O)=O.[NH4+].[NH4+]. (9) Given the product [CH3:24][N:25]1[C:4]([OH:5])=[CH:3][C:2]([C:8]2[CH:13]=[CH:12][C:11]([O:14][C:15]([F:18])([F:17])[F:16])=[CH:10][CH:9]=2)=[N:26]1, predict the reactants needed to synthesize it. The reactants are: O=[C:2]([C:8]1[CH:13]=[CH:12][C:11]([O:14][C:15]([F:18])([F:17])[F:16])=[CH:10][CH:9]=1)[CH2:3][C:4](OC)=[O:5].S([O-])([O-])(=O)=O.[CH3:24][NH2+:25][NH3+:26].C(N(CC)CC)C. (10) Given the product [CH:21]([C:11]1[CH:12]=[C:13]([O:19][CH3:20])[C:14]([CH:16]=[CH2:17])=[CH:15][C:10]=1[O:9][C:5]1[C:6]([NH2:8])=[N:7][C:2]([NH2:1])=[N:3][CH:4]=1)([CH3:23])[CH3:22].[CH:21]([C:11]1[CH:12]=[C:13]([O:19][CH3:20])[C:14]([CH:16]([O:18][CH3:24])[CH3:17])=[CH:15][C:10]=1[O:9][C:5]1[C:6]([NH2:8])=[N:7][C:2]([NH2:1])=[N:3][CH:4]=1)([CH3:23])[CH3:22], predict the reactants needed to synthesize it. The reactants are: [NH2:1][C:2]1[N:7]=[C:6]([NH2:8])[C:5]([O:9][C:10]2[C:11]([CH:21]([CH3:23])[CH3:22])=[CH:12][C:13]([O:19][CH3:20])=[C:14]([CH:16]([OH:18])[CH3:17])[CH:15]=2)=[CH:4][N:3]=1.[CH3:24]CN(S(F)(F)F)CC.C([O-])(O)=O.[Na+].